From a dataset of NCI-60 drug combinations with 297,098 pairs across 59 cell lines. Regression. Given two drug SMILES strings and cell line genomic features, predict the synergy score measuring deviation from expected non-interaction effect. (1) Drug 1: CS(=O)(=O)C1=CC(=C(C=C1)C(=O)NC2=CC(=C(C=C2)Cl)C3=CC=CC=N3)Cl. Drug 2: CC1C(C(CC(O1)OC2CC(CC3=C2C(=C4C(=C3O)C(=O)C5=CC=CC=C5C4=O)O)(C(=O)C)O)N)O. Cell line: MDA-MB-435. Synergy scores: CSS=55.8, Synergy_ZIP=-0.0662, Synergy_Bliss=3.25, Synergy_Loewe=-39.3, Synergy_HSA=1.59. (2) Synergy scores: CSS=-7.36, Synergy_ZIP=6.67, Synergy_Bliss=10.2, Synergy_Loewe=-2.39, Synergy_HSA=-1.60. Drug 1: C1=CC(=CC=C1C#N)C(C2=CC=C(C=C2)C#N)N3C=NC=N3. Drug 2: C1C(C(OC1N2C=NC3=C2NC=NCC3O)CO)O. Cell line: KM12. (3) Drug 1: CCC1=CC2CC(C3=C(CN(C2)C1)C4=CC=CC=C4N3)(C5=C(C=C6C(=C5)C78CCN9C7C(C=CC9)(C(C(C8N6C)(C(=O)OC)O)OC(=O)C)CC)OC)C(=O)OC.C(C(C(=O)O)O)(C(=O)O)O. Drug 2: C1=C(C(=O)NC(=O)N1)F. Cell line: NCI-H322M. Synergy scores: CSS=38.9, Synergy_ZIP=-3.82, Synergy_Bliss=-6.09, Synergy_Loewe=-4.25, Synergy_HSA=-2.18. (4) Drug 1: C1=CC(=CC=C1CCC2=CNC3=C2C(=O)NC(=N3)N)C(=O)NC(CCC(=O)O)C(=O)O. Drug 2: CC1=C2C(C(=O)C3(C(CC4C(C3C(C(C2(C)C)(CC1OC(=O)C(C(C5=CC=CC=C5)NC(=O)OC(C)(C)C)O)O)OC(=O)C6=CC=CC=C6)(CO4)OC(=O)C)O)C)O. Cell line: CAKI-1. Synergy scores: CSS=39.5, Synergy_ZIP=-1.99, Synergy_Bliss=-1.63, Synergy_Loewe=-10.2, Synergy_HSA=2.06. (5) Drug 1: CCC1(CC2CC(C3=C(CCN(C2)C1)C4=CC=CC=C4N3)(C5=C(C=C6C(=C5)C78CCN9C7C(C=CC9)(C(C(C8N6C)(C(=O)OC)O)OC(=O)C)CC)OC)C(=O)OC)O.OS(=O)(=O)O. Drug 2: CCCCCOC(=O)NC1=NC(=O)N(C=C1F)C2C(C(C(O2)C)O)O. Cell line: UO-31. Synergy scores: CSS=1.27, Synergy_ZIP=-1.90, Synergy_Bliss=-2.49, Synergy_Loewe=-1.16, Synergy_HSA=-1.11. (6) Drug 1: C1C(C(OC1N2C=C(C(=O)NC2=O)F)CO)O. Drug 2: CC1=C2C(C(=O)C3(C(CC4C(C3C(C(C2(C)C)(CC1OC(=O)C(C(C5=CC=CC=C5)NC(=O)C6=CC=CC=C6)O)O)OC(=O)C7=CC=CC=C7)(CO4)OC(=O)C)O)C)OC(=O)C. Cell line: MALME-3M. Synergy scores: CSS=11.2, Synergy_ZIP=-4.94, Synergy_Bliss=-4.25, Synergy_Loewe=-1.19, Synergy_HSA=-1.01.